From a dataset of Reaction yield outcomes from USPTO patents with 853,638 reactions. Predict the reaction yield, written as a fraction of the theoretical maximum amount of product (1.0 means a 100% yield; for example, 0.34 means a 34% yield). (1) The reactants are [NH2:1][C:2]1[C:7]([F:8])=[CH:6][N:5]=[C:4]([OH:9])[N:3]=1.[C:10]1([S:16](Cl)(=[O:18])=[O:17])[CH:15]=[CH:14][CH:13]=[CH:12][CH:11]=1. The catalyst is N1C=CC=CC=1. The product is [NH2:1][C:2]1[C:7]([F:8])=[CH:6][N:5]=[C:4]([O:9][S:16]([C:10]2[CH:15]=[CH:14][CH:13]=[CH:12][CH:11]=2)(=[O:18])=[O:17])[N:3]=1. The yield is 0.290. (2) The reactants are I[C:2]1[CH:3]=[C:4]([CH:12]=[CH:13][CH:14]=1)[C:5]([O:7][C:8]([CH3:11])([CH3:10])[CH3:9])=[O:6].[I-].[CH3:16][O:17][C:18]([CH2:20][CH2:21][CH2:22][Zn+])=[O:19]. The catalyst is C1COCC1.C1C=CC([P]([Pd]([P](C2C=CC=CC=2)(C2C=CC=CC=2)C2C=CC=CC=2)([P](C2C=CC=CC=2)(C2C=CC=CC=2)C2C=CC=CC=2)[P](C2C=CC=CC=2)(C2C=CC=CC=2)C2C=CC=CC=2)(C2C=CC=CC=2)C2C=CC=CC=2)=CC=1. The product is [C:8]([O:7][C:5]([C:4]1[CH:3]=[C:2]([CH2:22][CH2:21][CH2:20][C:18]([O:17][CH3:16])=[O:19])[CH:14]=[CH:13][CH:12]=1)=[O:6])([CH3:11])([CH3:10])[CH3:9]. The yield is 0.400. (3) The reactants are [Br:1][C:2]1[C:6]2[CH2:7][N:8]([C:11]([O:13][C:14]([CH3:17])([CH3:16])[CH3:15])=[O:12])[CH2:9][CH2:10][C:5]=2[NH:4][N:3]=1.C([O-])([O-])=O.[Cs+].[Cs+].I[CH:25]1[CH2:28][O:27][CH2:26]1. The catalyst is CN(C=O)C. The product is [Br:1][C:2]1[C:6]2[CH2:7][N:8]([C:11]([O:13][C:14]([CH3:17])([CH3:16])[CH3:15])=[O:12])[CH2:9][CH2:10][C:5]=2[N:4]([CH:25]2[CH2:28][O:27][CH2:26]2)[N:3]=1. The yield is 0.640. (4) The reactants are [C:1]([O:5][C:6]([N:8]1[CH:17]([C:18](O)=[O:19])[CH2:16][C:15]2[C:10](=[CH:11][C:12]([Cl:21])=[CH:13][CH:14]=2)[CH2:9]1)=[O:7])([CH3:4])([CH3:3])[CH3:2].B. The catalyst is C1COCC1. The product is [Cl:21][C:12]1[CH:11]=[C:10]2[C:15]([CH2:16][CH:17]([CH2:18][OH:19])[N:8]([C:6]([O:5][C:1]([CH3:2])([CH3:3])[CH3:4])=[O:7])[CH2:9]2)=[CH:14][CH:13]=1. The yield is 0.760.